From a dataset of Catalyst prediction with 721,799 reactions and 888 catalyst types from USPTO. Predict which catalyst facilitates the given reaction. Reactant: Cl.[C:2](=N)([NH2:4])[CH3:3].CCN(C(C)C)C(C)C.[F:15][C:16]1[C:17]([O:62]COCC[Si](C)(C)C)=[CH:18][C:19]([CH2:57][C:58]([F:61])([F:60])[F:59])=[C:20]([C:22]2[N:27]=[C:26]([NH:28][CH2:29][C:30]3[CH:35]=[CH:34][CH:33]=[CH:32][C:31]=3[N:36]([CH3:41])[S:37]([CH3:40])(=[O:39])=[O:38])[C:25]3[C:42]([C:53]([NH:55][NH2:56])=O)=[N:43][N:44](COCC[Si](C)(C)C)[C:24]=3[CH:23]=2)[CH:21]=1.C(O)(C(F)(F)F)=O. Product: [F:15][C:16]1[C:17]([OH:62])=[CH:18][C:19]([CH2:57][C:58]([F:60])([F:59])[F:61])=[C:20]([C:22]2[N:27]=[C:26]([NH:28][CH2:29][C:30]3[CH:35]=[CH:34][CH:33]=[CH:32][C:31]=3[N:36]([CH3:41])[S:37]([CH3:40])(=[O:38])=[O:39])[C:25]3[C:42]([C:53]4[NH:4][C:2]([CH3:3])=[N:56][N:55]=4)=[N:43][NH:44][C:24]=3[CH:23]=2)[CH:21]=1. The catalyst class is: 141.